Predict the reaction yield, written as a fraction of the theoretical maximum amount of product (1.0 means a 100% yield; for example, 0.34 means a 34% yield). From a dataset of Reaction yield outcomes from USPTO patents with 853,638 reactions. (1) The reactants are [NH2:1][C:2]1[C:7]([I:8])=[CH:6][C:5]([S:9][CH3:10])=[CH:4][N:3]=1.C(=O)([O-])O.[Na+].[C:16]1([S:22](Cl)(=[O:24])=[O:23])[CH:21]=[CH:20][CH:19]=[CH:18][CH:17]=1. The catalyst is N1C=CC=CC=1. The product is [C:16]1([S:22]([NH:1][C:2]2[C:7]([I:8])=[CH:6][C:5]([S:9][CH3:10])=[CH:4][N:3]=2)(=[O:24])=[O:23])[CH:21]=[CH:20][CH:19]=[CH:18][CH:17]=1. The yield is 0.560. (2) The reactants are [CH2:1]([O:3][C:4]([C:6]1[C:7](Br)=[N:8][N:9]([CH2:11][C:12]2[CH:17]=[CH:16][C:15]([CH2:18][N:19]3[CH:23]=[C:22]([CH3:24])[CH:21]=[N:20]3)=[CH:14][CH:13]=2)[CH:10]=1)=[O:5])[CH3:2].[CH3:26][C:27]1[C:31](B2OC(C)(C)C(C)(C)O2)=[C:30]([CH3:41])[O:29][N:28]=1.C(=O)([O-])[O-].[K+].[K+].O1CCOCC1. The catalyst is C1C=CC([P]([Pd]([P](C2C=CC=CC=2)(C2C=CC=CC=2)C2C=CC=CC=2)([P](C2C=CC=CC=2)(C2C=CC=CC=2)C2C=CC=CC=2)[P](C2C=CC=CC=2)(C2C=CC=CC=2)C2C=CC=CC=2)(C2C=CC=CC=2)C2C=CC=CC=2)=CC=1.O. The product is [CH2:1]([O:3][C:4]([C:6]1[C:7]([C:31]2[C:27]([CH3:26])=[N:28][O:29][C:30]=2[CH3:41])=[N:8][N:9]([CH2:11][C:12]2[CH:17]=[CH:16][C:15]([CH2:18][N:19]3[CH:23]=[C:22]([CH3:24])[CH:21]=[N:20]3)=[CH:14][CH:13]=2)[CH:10]=1)=[O:5])[CH3:2]. The yield is 0.410. (3) The catalyst is CC(O)C.C(Cl)(Cl)Cl. The reactants are C([O:3][C:4]([CH:6]1[CH2:11][CH2:10][N:9]([CH2:12][CH2:13][O:14][C:15]2[CH:20]=[CH:19][C:18]([O:21][C:22](=[O:32])[N:23]([C:25]3[CH:30]=[CH:29][CH:28]=[C:27]([OH:31])[CH:26]=3)[CH3:24])=[CH:17][CH:16]=2)[CH2:8][CH2:7]1)=[O:5])C.[OH-].[K+].Cl. The yield is 0.660. The product is [OH:31][C:27]1[CH:26]=[C:25]([N:23]([CH3:24])[C:22]([O:21][C:18]2[CH:19]=[CH:20][C:15]([O:14][CH2:13][CH2:12][N:9]3[CH2:10][CH2:11][CH:6]([C:4]([OH:5])=[O:3])[CH2:7][CH2:8]3)=[CH:16][CH:17]=2)=[O:32])[CH:30]=[CH:29][CH:28]=1. (4) The reactants are C(N(CC)CC)C.Cl.Cl.[NH2:10][C@H:11]1[CH:16]2[CH2:17][CH2:18][N:13]([CH2:14][CH2:15]2)[CH2:12]1.[S:19]1[CH:23]=[CH:22][CH:21]=[C:20]1[C:24]1[CH:32]=[CH:31][C:27]([C:28](O)=[O:29])=[CH:26][CH:25]=1.ON1C2C=CC=CC=2N=N1.C(N=C=NC(C)C)(C)C. The catalyst is CO.O.C(#N)C. The product is [N:13]12[CH2:18][CH2:17][CH:16]([CH2:15][CH2:14]1)[C@H:11]([NH:10][C:28](=[O:29])[C:27]1[CH:31]=[CH:32][C:24]([C:20]3[S:19][CH:23]=[CH:22][CH:21]=3)=[CH:25][CH:26]=1)[CH2:12]2. The yield is 0.130. (5) The reactants are [CH2:1]([N:4]1[CH2:9][CH2:8][N:7]([C:10]([O:12][CH:13]2[C:14]([O:47]C(OCC)C)([CH3:46])[CH2:15][CH2:16][CH:17]([OH:45])[CH2:18][C:19]([O:21][CH:22](/[C:27](/[CH3:44])=[CH:28]/[CH:29]=[CH:30]/[C:31]([OH:43])([CH3:42])[CH2:32][CH:33]3[O:41][CH:34]3[CH:35]([CH3:40])[CH:36]([OH:39])[CH2:37][CH3:38])[CH:23]([CH3:26])[CH:24]=[CH:25]2)=[O:20])=[O:11])[CH2:6][CH2:5]1)[CH:2]=[CH2:3].C1(C)C=CC(S([O-])(=O)=O)=CC=1.[NH+]1C=CC=CC=1.CC(O)(C)C. The catalyst is O1CCCC1. The product is [CH2:1]([N:4]1[CH2:5][CH2:6][N:7]([C:10]([O:12][CH:13]2[C:14]([OH:47])([CH3:46])[CH2:15][CH2:16][CH:17]([OH:45])[CH2:18][C:19]([O:21][CH:22](/[C:27](/[CH3:44])=[CH:28]/[CH:29]=[CH:30]/[C:31]([OH:43])([CH3:42])[CH2:32][CH:33]3[O:41][CH:34]3[CH:35]([CH3:40])[CH:36]([OH:39])[CH2:37][CH3:38])[CH:23]([CH3:26])[CH:24]=[CH:25]2)=[O:20])=[O:11])[CH2:8][CH2:9]1)[CH:2]=[CH2:3]. The yield is 0.700. (6) The reactants are [NH2:1][CH2:2][C:3]1([OH:26])[CH2:6][N:5]([C:7]([C:9]2[CH:14]=[CH:13][C:12]([F:15])=[C:11]([F:16])[C:10]=2[NH:17][C:18]2[CH:23]=[CH:22][C:21]([I:24])=[CH:20][C:19]=2[F:25])=[O:8])[CH2:4]1.[CH3:27][S:28][C:29](SC)=[CH:30][N+:31]([O-:33])=[O:32]. The catalyst is C(O)C. The product is [F:16][C:11]1[C:10]([NH:17][C:18]2[CH:23]=[CH:22][C:21]([I:24])=[CH:20][C:19]=2[F:25])=[C:9]([C:7]([N:5]2[CH2:6][C:3]([CH2:2][NH:1]/[C:29](/[S:28][CH3:27])=[CH:30]/[N+:31]([O-:33])=[O:32])([OH:26])[CH2:4]2)=[O:8])[CH:14]=[CH:13][C:12]=1[F:15]. The yield is 0.390. (7) The reactants are [Br:1][C:2]1[CH:3]=[C:4]2[C:8](=[CH:9][C:10]=1[N+:11]([O-])=O)[NH:7][CH:6]=[CH:5]2. The catalyst is C(O)C.[Ni]. The product is [Br:1][C:2]1[CH:3]=[C:4]2[C:8](=[CH:9][C:10]=1[NH2:11])[NH:7][CH:6]=[CH:5]2. The yield is 0.300. (8) The reactants are C[O:2][C:3](=[O:23])[C:4]1[CH:9]=[CH:8][C:7]([O:10][CH2:11][C:12]2[C:13]([C:17]3[CH:22]=[CH:21][CH:20]=[CH:19][N:18]=3)=[N:14][O:15][CH:16]=2)=[N:6][CH:5]=1.C(OC(C1C(C2C=CC=CN=2)=NOC=1)=O)C. No catalyst specified. The product is [N:18]1[CH:19]=[CH:20][CH:21]=[CH:22][C:17]=1[C:13]1[C:12]([CH2:11][O:10][C:7]2[CH:8]=[CH:9][C:4]([C:3]([OH:23])=[O:2])=[CH:5][N:6]=2)=[CH:16][O:15][N:14]=1. The yield is 0.940. (9) The reactants are [CH3:1][C:2]([CH3:8])([CH2:6][OH:7])[C:3]([OH:5])=[O:4].[C:9](Cl)(=[O:11])[CH3:10].Cl. The catalyst is N1C=CC=CC=1. The product is [CH3:1][C:2]([CH3:8])([CH2:6][O:7][C:9](=[O:11])[CH3:10])[C:3]([OH:5])=[O:4]. The yield is 0.950. (10) The catalyst is O1CCOCC1.[Pd].[Pd].C(=CC(C=CC1C=CC=CC=1)=O)C1C=CC=CC=1.C(=CC(C=CC1C=CC=CC=1)=O)C1C=CC=CC=1.C(=CC(C=CC1C=CC=CC=1)=O)C1C=CC=CC=1. The product is [Cl:1][C:2]1[N:7]=[C:6]([NH:11][C:12]2[S:13][CH:14]=[CH:15][N:16]=2)[CH:5]=[C:4]([CH3:9])[N:3]=1. The reactants are [Cl:1][C:2]1[N:7]=[C:6](Cl)[CH:5]=[C:4]([CH2:9]C)[N:3]=1.[NH2:11][C:12]1[S:13][CH:14]=[CH:15][N:16]=1.C(=O)([O-])[O-].[Cs+].[Cs+].CC1(C)C2C=CC=C(P(C3C=CC=CC=3)C3C=CC=CC=3)C=2OC2C1=CC=CC=2P(C1C=CC=CC=1)C1C=CC=CC=1. The yield is 0.260.